From a dataset of Catalyst prediction with 721,799 reactions and 888 catalyst types from USPTO. Predict which catalyst facilitates the given reaction. Reactant: [C:1]1(/[CH:7]=[CH:8]/[CH2:9][CH2:10][CH2:11][C:12]#[C:13][C:14]([O:16][CH3:17])=[O:15])[CH:6]=[CH:5][CH:4]=[CH:3][CH:2]=1. Product: [CH2:9]1[C:8]2=[CH:7][C:1]3[C:6]([C:13]([C:14]([O:16][CH3:17])=[O:15])=[C:12]2[CH2:11][CH2:10]1)=[CH:5][CH:4]=[CH:3][CH:2]=3. The catalyst class is: 262.